Dataset: Forward reaction prediction with 1.9M reactions from USPTO patents (1976-2016). Task: Predict the product of the given reaction. (1) Given the reactants [NH:1]1[C:9]2[C:4](=[CH:5][CH:6]=[CH:7][CH:8]=2)[C:3](/[CH:10]=[CH:11]/[C:12]2[CH:21]=[CH:20][C:15]([C:16]([O:18]C)=[O:17])=[CH:14][CH:13]=2)=[N:2]1.[OH-].[Na+], predict the reaction product. The product is: [NH:1]1[C:9]2[C:4](=[CH:5][CH:6]=[CH:7][CH:8]=2)[C:3](/[CH:10]=[CH:11]/[C:12]2[CH:21]=[CH:20][C:15]([C:16]([OH:18])=[O:17])=[CH:14][CH:13]=2)=[N:2]1. (2) Given the reactants [C:1]1([C:23]2[CH:28]=[CH:27][CH:26]=[CH:25][CH:24]=2)[CH:6]=[CH:5][C:4]([CH2:7][N:8]2[CH:13]=[C:12]([C:14](OCC)=[O:15])[C:11](=S)[C:10]3[CH2:20][CH2:21][CH2:22][C:9]2=3)=[CH:3][CH:2]=1.Cl.[F:30][C:31]1[CH:36]=[CH:35][CH:34]=[CH:33][C:32]=1[NH:37][NH2:38].C(=O)([O-])[O-].[K+].[K+], predict the reaction product. The product is: [C:1]1([C:23]2[CH:24]=[CH:25][CH:26]=[CH:27][CH:28]=2)[CH:2]=[CH:3][C:4]([CH2:7][N:8]2[CH:13]=[C:12]3[C:14](=[O:15])[N:37]([C:32]4[CH:33]=[CH:34][CH:35]=[CH:36][C:31]=4[F:30])[N:38]=[C:11]3[C:10]3[CH2:20][CH2:21][CH2:22][C:9]2=3)=[CH:5][CH:6]=1. (3) Given the reactants [NH:1]1[C:9]2[C:4](=[CH:5][CH:6]=[CH:7][CH:8]=2)[C:3]([CH2:10][CH2:11][C:12]([OH:14])=[O:13])=[CH:2]1.Cl.O1CCOC[CH2:17]1, predict the reaction product. The product is: [CH3:17][O:13][C:12](=[O:14])[CH2:11][CH2:10][C:3]1[C:4]2[C:9](=[CH:8][CH:7]=[CH:6][CH:5]=2)[NH:1][CH:2]=1. (4) Given the reactants C[O:2][C:3]([C:5]1[C:6](=[O:24])[NH:7][C:8]2[C:13]([CH:14]=1)=[CH:12][CH:11]=[C:10]([NH:15][CH2:16][CH:17]1[CH2:21][O:20]C(C)(C)[O:18]1)[N:9]=2)=[O:4].[OH-].[Na+], predict the reaction product. The product is: [OH:18][CH:17]([CH2:21][OH:20])[CH2:16][NH:15][C:10]1[N:9]=[C:8]2[C:13]([CH:14]=[C:5]([C:3]([OH:4])=[O:2])[C:6](=[O:24])[NH:7]2)=[CH:12][CH:11]=1. (5) Given the reactants [CH2:1]([O:3][C:4]1[CH:17]=[CH:16][C:7](/[CH:8]=[C:9]2/[C:10](=[O:15])[NH:11][C:12](=[O:14])[S:13]/2)=[CH:6][CH:5]=1)[CH3:2].[N:18]1[CH:23]=[CH:22][C:21]([CH2:24]Cl)=[CH:20][CH:19]=1.Cl.[I-].[Na+].C(=O)([O-])[O-].[K+].[K+].C(OC1C=CC(/C=C2/C(=O)N(CCC)C(=O)S/2)=CC=1)C, predict the reaction product. The product is: [CH2:1]([O:3][C:4]1[CH:17]=[CH:16][C:7](/[CH:8]=[C:9]2/[C:10](=[O:15])[N:11]([CH2:24][C:21]3[CH:22]=[CH:23][N:18]=[CH:19][CH:20]=3)[C:12](=[O:14])[S:13]/2)=[CH:6][CH:5]=1)[CH3:2]. (6) Given the reactants C[Si](C)(C)CCOC(=O)[NH:7][C:8]1[CH:13]=[C:12]([CH3:14])[C:11]([C:15]2[CH:20]=[CH:19][CH:18]=[C:17]([S:21]([C:24]3[CH:28]=[C:27]([C:29]([NH:31][C:32]([O:34][C:35]([CH3:38])([CH3:37])[CH3:36])=[O:33])=[NH:30])[S:26][C:25]=3[S:39][CH3:40])(=[O:23])=[O:22])[CH:16]=2)=[C:10]([NH2:41])[CH:9]=1.CCCC[N+](CCCC)(CCCC)CCCC.[F-], predict the reaction product. The product is: [C:35]([O:34][C:32](=[O:33])[NH:31][C:29]([C:27]1[S:26][C:25]([S:39][CH3:40])=[C:24]([S:21]([C:17]2[CH:16]=[C:15]([C:11]3[C:12]([CH3:14])=[CH:13][C:8]([NH2:7])=[CH:9][C:10]=3[NH2:41])[CH:20]=[CH:19][CH:18]=2)(=[O:22])=[O:23])[CH:28]=1)=[NH:30])([CH3:37])([CH3:38])[CH3:36]. (7) The product is: [Cl:11][C:12]1[CH:17]=[C:16]([C:2]2[CH:10]=[C:9]3[C:5]([CH:6]=[CH:7][NH:8]3)=[CH:4][CH:3]=2)[CH:15]=[CH:14][CH:13]=1. Given the reactants Br[C:2]1[CH:10]=[C:9]2[C:5]([CH:6]=[CH:7][NH:8]2)=[CH:4][CH:3]=1.[Cl:11][C:12]1[CH:13]=[C:14](B(O)O)[CH:15]=[CH:16][CH:17]=1, predict the reaction product.